From a dataset of Reaction yield outcomes from USPTO patents with 853,638 reactions. Predict the reaction yield, written as a fraction of the theoretical maximum amount of product (1.0 means a 100% yield; for example, 0.34 means a 34% yield). (1) The catalyst is C(O)C. The yield is 0.970. The product is [NH2:4][C:5]1[C:6]([C:11]([NH:2][NH2:3])=[O:13])=[N:7][CH:8]=[CH:9][N:10]=1. The reactants are O.[NH2:2][NH2:3].[NH2:4][C:5]1[C:6]([C:11]([O:13]C)=O)=[N:7][CH:8]=[CH:9][N:10]=1. (2) The reactants are [I:1][C:2]1[CH:7]=[CH:6][CH:5]=[CH:4][C:3]=1[NH2:8].[C:9](O)(=[O:13])[C:10]#[C:11][CH3:12].C1(N=C=NC2CCCCC2)CCCCC1. The catalyst is ClCCl. The product is [I:1][C:2]1[CH:7]=[CH:6][CH:5]=[CH:4][C:3]=1[NH:8][C:9](=[O:13])[C:10]#[C:11][CH3:12]. The yield is 1.00. (3) The yield is 0.880. The reactants are [Li+].[OH-].C([O:5][C:6]([C:8]1[C:9]([OH:23])=[N:10][C:11]2[C:16]([C:17]=1[CH3:18])=[CH:15][CH:14]=[C:13]([C:19]([F:22])([F:21])[F:20])[CH:12]=2)=[O:7])C. The product is [OH:23][C:9]1[C:8]([C:6]([OH:7])=[O:5])=[C:17]([CH3:18])[C:16]2[C:11](=[CH:12][C:13]([C:19]([F:21])([F:20])[F:22])=[CH:14][CH:15]=2)[N:10]=1. The catalyst is CO.C1COCC1. (4) The reactants are C([O:8][C:9]1[CH:14]=[C:13]([O:15][CH2:16][CH2:17][O:18][CH3:19])[CH:12]=[CH:11][C:10]=1/[C:20](/[CH3:27])=[CH:21]/[C:22]([O:24][CH2:25][CH3:26])=[O:23])C1C=CC=CC=1. The catalyst is O1CCCC1.C(O)C.[C].[Pd]. The product is [OH:8][C:9]1[CH:14]=[C:13]([O:15][CH2:16][CH2:17][O:18][CH3:19])[CH:12]=[CH:11][C:10]=1[CH:20]([CH3:27])[CH2:21][C:22]([O:24][CH2:25][CH3:26])=[O:23]. The yield is 0.930. (5) The reactants are [CH3:1][S:2](Cl)(=[O:4])=[O:3].[CH2:6]([C:9]1[CH:14]=[C:13]([C:15]2[S:16][CH:17]=[C:18]([C:20]3[CH:25]=[CH:24][C:23]([NH2:26])=[CH:22][CH:21]=3)[N:19]=2)[CH:12]=[CH:11][N:10]=1)[CH2:7][CH3:8].N1C=CC=CC=1.C(O)(=O)CC(CC(O)=O)(C(O)=O)O. The catalyst is C(Cl)Cl. The product is [CH2:6]([C:9]1[CH:14]=[C:13]([C:15]2[S:16][CH:17]=[C:18]([C:20]3[CH:21]=[CH:22][C:23]([NH:26][S:2]([CH3:1])(=[O:4])=[O:3])=[CH:24][CH:25]=3)[N:19]=2)[CH:12]=[CH:11][N:10]=1)[CH2:7][CH3:8]. The yield is 0.870. (6) The reactants are [CH3:1][N:2]([CH3:15])[C:3]1[CH:8]=[CH:7][C:6]([C:9]2[CH:14]=[CH:13][N:12]=[CH:11][CH:10]=2)=[CH:5][CH:4]=1.[CH2:16]([I:18])[CH3:17].C(OCC)C. The catalyst is C(#N)C. The product is [I-:18].[CH3:1][N:2]([CH3:15])[C:3]1[CH:4]=[CH:5][C:6]([C:9]2[CH:10]=[CH:11][N+:12]([CH2:16][CH3:17])=[CH:13][CH:14]=2)=[CH:7][CH:8]=1. The yield is 0.180.